From a dataset of HIV replication inhibition screening data with 41,000+ compounds from the AIDS Antiviral Screen. Binary Classification. Given a drug SMILES string, predict its activity (active/inactive) in a high-throughput screening assay against a specified biological target. The compound is COc1ccc2[nH]c3c(c2c1)CCN(C)CC3.I. The result is 0 (inactive).